This data is from Reaction yield outcomes from USPTO patents with 853,638 reactions. The task is: Predict the reaction yield, written as a fraction of the theoretical maximum amount of product (1.0 means a 100% yield; for example, 0.34 means a 34% yield). (1) The reactants are [C:1](Cl)([O:3][CH2:4][CH:5]1[C:17]2[C:12](=[CH:13][CH:14]=[CH:15][CH:16]=2)[C:11]2[C:6]1=[CH:7][CH:8]=[CH:9][CH:10]=2)=[O:2].[NH:19]1[CH2:27][CH2:26][CH:22]([C:23]([OH:25])=[O:24])[CH2:21][CH2:20]1.C(=O)([O-])[O-].[Na+].[Na+]. The catalyst is O1CCOCC1.O. The product is [CH:16]1[C:17]2[CH:5]([CH2:4][O:3][C:1]([N:19]3[CH2:27][CH2:26][CH:22]([C:23]([OH:25])=[O:24])[CH2:21][CH2:20]3)=[O:2])[C:6]3[C:11](=[CH:10][CH:9]=[CH:8][CH:7]=3)[C:12]=2[CH:13]=[CH:14][CH:15]=1. The yield is 0.950. (2) The reactants are CC(OC([N:8]1[CH2:13][CH2:12][C:11](=[C:14]([C:28]2[CH:33]=[CH:32][CH:31]=[CH:30][C:29]=2[NH2:34])[C:15]2[CH:20]=[CH:19][C:18]([C:21]([N:23]([CH2:26][CH3:27])[CH2:24][CH3:25])=[O:22])=[CH:17][CH:16]=2)[CH2:10][CH2:9]1)=O)(C)C.[C:35]1([S:41](Cl)(=[O:43])=[O:42])[CH:40]=[CH:39][CH:38]=[CH:37][CH:36]=1.C(O)(C(F)(F)F)=O. The catalyst is N1C=CC=CC=1. The product is [CH2:26]([N:23]([CH2:24][CH3:25])[C:21](=[O:22])[C:18]1[CH:17]=[CH:16][C:15]([C:14]([C:28]2[CH:33]=[CH:32][CH:31]=[CH:30][C:29]=2[NH:34][S:41]([C:35]2[CH:40]=[CH:39][CH:38]=[CH:37][CH:36]=2)(=[O:43])=[O:42])=[C:11]2[CH2:10][CH2:9][NH:8][CH2:13][CH2:12]2)=[CH:20][CH:19]=1)[CH3:27]. The yield is 0.630. (3) The reactants are [BH4-].[Na+].[Cl:3][C:4]1[CH:17]=[C:16]([N+:18]([O-])=O)[CH:15]=[CH:14][C:5]=1[O:6][CH2:7][CH2:8][N:9]1[CH2:13][CH2:12][CH2:11][CH2:10]1.[NH4+].[OH-]. The catalyst is CO. The product is [Cl:3][C:4]1[CH:17]=[C:16]([NH2:18])[CH:15]=[CH:14][C:5]=1[O:6][CH2:7][CH2:8][N:9]1[CH2:10][CH2:11][CH2:12][CH2:13]1. The yield is 0.690. (4) The reactants are Cl.Cl.[CH3:3][C:4]1[CH:17]=[C:7]2[C:8]([C@@H:12]3[CH2:14][C@H:13]3[CH2:15][NH2:16])=[CH:9][CH:10]=[CH:11][N:6]2[N:5]=1.C(N(CC)CC)C.[C:25](OC(=O)C)(=[O:27])[CH3:26]. The catalyst is O1CCCC1. The product is [CH3:3][C:4]1[CH:17]=[C:7]2[C:8]([C@@H:12]3[CH2:14][C@H:13]3[CH2:15][NH:16][C:25](=[O:27])[CH3:26])=[CH:9][CH:10]=[CH:11][N:6]2[N:5]=1. The yield is 0.900. (5) The reactants are [CH2:1]([N:3]1[CH:7]=[C:6]([C:8]2[CH:13]=[CH:12][N:11]=[C:10]3[NH:14][C:15]([C:17]4[CH2:18][CH2:19][N:20](C(OC(C)(C)C)=O)[CH2:21][CH:22]=4)=[CH:16][C:9]=23)[C:5]([C:30]2[CH:35]=[CH:34][C:33]([NH:36][C:37]([NH:39][C:40]3[CH:45]=[CH:44][CH:43]=[CH:42][CH:41]=3)=[O:38])=[CH:32][CH:31]=2)=[N:4]1)[CH3:2].Cl. The catalyst is O1CCOCC1. The product is [CH2:1]([N:3]1[CH:7]=[C:6]([C:8]2[CH:13]=[CH:12][N:11]=[C:10]3[NH:14][C:15]([C:17]4[CH2:18][CH2:19][NH:20][CH2:21][CH:22]=4)=[CH:16][C:9]=23)[C:5]([C:30]2[CH:35]=[CH:34][C:33]([NH:36][C:37]([NH:39][C:40]3[CH:41]=[CH:42][CH:43]=[CH:44][CH:45]=3)=[O:38])=[CH:32][CH:31]=2)=[N:4]1)[CH3:2]. The yield is 0.420. (6) The reactants are [Cl:1][C:2]1[CH:7]=[CH:6][C:5]([NH:8][C:9](=[O:37])[NH:10][CH:11]([C:33]([CH3:36])([CH3:35])[CH3:34])[C:12]([N:14]2[CH2:19][CH2:18][CH:17]([CH2:20][N:21]3[CH:25]=[CH:24][S:23]/[C:22]/3=[N:26]\C(=O)OCC=C)[CH2:16][CH2:15]2)=[O:13])=[CH:4][CH:3]=1.CC1(C)OC(=O)CC(=O)O1. The catalyst is C1COCC1.C1C=CC([P]([Pd]([P](C2C=CC=CC=2)(C2C=CC=CC=2)C2C=CC=CC=2)([P](C2C=CC=CC=2)(C2C=CC=CC=2)C2C=CC=CC=2)[P](C2C=CC=CC=2)(C2C=CC=CC=2)C2C=CC=CC=2)(C2C=CC=CC=2)C2C=CC=CC=2)=CC=1. The product is [Cl:1][C:2]1[CH:7]=[CH:6][C:5]([NH:8][C:9]([NH:10][C@@H:11]([C:12]([N:14]2[CH2:19][CH2:18][CH:17]([CH2:20][N:21]3[CH:25]=[CH:24][S:23][C:22]3=[NH:26])[CH2:16][CH2:15]2)=[O:13])[C:33]([CH3:35])([CH3:34])[CH3:36])=[O:37])=[CH:4][CH:3]=1. The yield is 0.510.